Task: Predict which catalyst facilitates the given reaction.. Dataset: Catalyst prediction with 721,799 reactions and 888 catalyst types from USPTO (1) Reactant: [F:1][CH:2]([F:10])[C:3]1(C(O)=O)[CH2:6][CH2:5][CH2:4]1.C1C=CC(P([N:25]=[N+]=[N-])(C2C=CC=CC=2)=O)=CC=1.[Cl:28][C:29]1[CH:30]=[C:31]([C:36]2[C:44]([C:45]([NH2:47])=[O:46])=[C:39]3[CH2:40][NH:41][CH2:42][CH2:43][N:38]3[N:37]=2)[CH:32]=[CH:33][C:34]=1[F:35].C1[CH2:52][O:51]CC1. Product: [Cl:28][C:29]1[CH:30]=[C:31]([C:36]2[C:44]([C:45]([NH2:47])=[O:46])=[C:39]3[CH2:40][N:41]([C:52]([NH:25][C:3]4([CH:2]([F:1])[F:10])[CH2:4][CH2:5][CH2:6]4)=[O:51])[CH2:42][CH2:43][N:38]3[N:37]=2)[CH:32]=[CH:33][C:34]=1[F:35]. The catalyst class is: 11. (2) Reactant: [C:1]([NH:8][CH2:9][C:10]1[CH:15]=[CH:14][CH:13]=[CH:12][C:11]=1Br)([O:3][C:4]([CH3:7])([CH3:6])[CH3:5])=[O:2].C(N(CCCC)CCCC)CCC.C1(C)C=CC=CC=1P(C1C=CC=CC=1C)C1C=CC=CC=1C.[CH2:52]([O:54][C:55](=[O:59])/[CH:56]=[CH:57]/[CH3:58])[CH3:53]. Product: [CH2:52]([O:54][C:55](=[O:59])[CH:56]=[C:57]([C:11]1[CH:12]=[CH:13][CH:14]=[CH:15][C:10]=1[CH2:9][NH:8][C:1]([O:3][C:4]([CH3:7])([CH3:6])[CH3:5])=[O:2])[CH3:58])[CH3:53]. The catalyst class is: 167. (3) Reactant: [C:1]([C:4]1[NH:8][C:7]2[C:9]([Cl:13])=[C:10]([Cl:12])[S:11][C:6]=2[CH:5]=1)([OH:3])=O.C1C=CC2N(O)N=NC=2C=1.CCN(C(C)C)C(C)C.[NH2:33][CH:34]1[CH2:42][C:41]2[C:36](=[CH:37][C:38]([F:43])=[CH:39][CH:40]=2)[CH:35]1[OH:44].CCN=C=NCCCN(C)C. Product: [Cl:12][C:10]1[S:11][C:6]2[CH:5]=[C:4]([C:1](=[O:3])[NH:33][CH:34]3[CH2:42][C:41]4[C:36](=[CH:37][C:38]([F:43])=[CH:39][CH:40]=4)[CH:35]3[OH:44])[NH:8][C:7]=2[C:9]=1[Cl:13]. The catalyst class is: 2. (4) Reactant: [F:1][C:2]([F:13])([F:12])[C:3]1[N:8]=[CH:7][N:6]2[CH:9]=[CH:10][N:11]=[C:5]2[CH:4]=1.C([O-])(=O)C.[Na+].[Br:19]Br. Product: [Br:19][C:9]1[N:6]2[CH:7]=[N:8][C:3]([C:2]([F:12])([F:1])[F:13])=[CH:4][C:5]2=[N:11][CH:10]=1. The catalyst class is: 15. (5) The catalyst class is: 2. Product: [CH3:31][S:32]([O:1][CH:2]1[CH2:5][N:4]([C:6]2[S:7][CH:8]=[C:9]([C:11](=[O:30])[N:12]([CH3:29])[CH2:13][CH2:14][NH:15][C:16]([O:18][CH2:19][C:20]3[CH:25]=[CH:24][C:23]([N+:26]([O-:28])=[O:27])=[CH:22][CH:21]=3)=[O:17])[N:10]=2)[CH2:3]1)(=[O:34])=[O:33]. Reactant: [OH:1][CH:2]1[CH2:5][N:4]([C:6]2[S:7][CH:8]=[C:9]([C:11](=[O:30])[N:12]([CH3:29])[CH2:13][CH2:14][NH:15][C:16]([O:18][CH2:19][C:20]3[CH:25]=[CH:24][C:23]([N+:26]([O-:28])=[O:27])=[CH:22][CH:21]=3)=[O:17])[N:10]=2)[CH2:3]1.[CH3:31][S:32](Cl)(=[O:34])=[O:33].C(N(CC)CC)C. (6) Reactant: F[C:2]1[CH:13]=[C:12]([O:14][CH3:15])[CH:11]=[CH:10][C:3]=1[C:4]([O:6][CH2:7][CH:8]=[CH2:9])=[O:5].[CH:16]1([C@@H:19]([C:26]2[CH:31]=[CH:30][N:29]=[C:28]([O:32][CH2:33][CH:34]3[CH2:39][CH2:38][NH:37][CH2:36][CH2:35]3)[CH:27]=2)[CH2:20][C:21]([O:23][CH2:24][CH3:25])=[O:22])[CH2:18][CH2:17]1.C(=O)([O-])[O-].[Cs+].[Cs+].CS(C)=O. Product: [CH:16]1([C@@H:19]([C:26]2[CH:31]=[CH:30][N:29]=[C:28]([O:32][CH2:33][CH:34]3[CH2:35][CH2:36][N:37]([C:2]4[CH:13]=[C:12]([O:14][CH3:15])[CH:11]=[CH:10][C:3]=4[C:4]([O:6][CH2:7][CH:8]=[CH2:9])=[O:5])[CH2:38][CH2:39]3)[CH:27]=2)[CH2:20][C:21]([O:23][CH2:24][CH3:25])=[O:22])[CH2:18][CH2:17]1. The catalyst class is: 13. (7) Product: [N:16]1[CH:17]=[CH:18][CH:19]=[N:20][C:15]=1[O:14][CH2:13][CH2:12][N:6]1[C:5](=[O:21])[C:4]2[C:9](=[CH:10][CH:11]=[C:2]([C:28]3[CH:27]=[CH:26][C:25]([O:24][C:23]([F:22])([F:34])[F:35])=[CH:30][CH:29]=3)[CH:3]=2)[N:8]=[CH:7]1. Reactant: Br[C:2]1[CH:3]=[C:4]2[C:9](=[CH:10][CH:11]=1)[N:8]=[CH:7][N:6]([CH2:12][CH2:13][O:14][C:15]1[N:20]=[CH:19][CH:18]=[CH:17][N:16]=1)[C:5]2=[O:21].[F:22][C:23]([F:35])([F:34])[O:24][C:25]1[CH:30]=[CH:29][C:28](B(O)O)=[CH:27][CH:26]=1.C(=O)([O-])[O-].[K+].[K+]. The catalyst class is: 140. (8) Reactant: [C:1]([NH:4][C@H:5]1[C@@H:14]([O:15][CH2:16][C:17]2[CH:22]=[CH:21][CH:20]=[CH:19][CH:18]=2)[O:13][C@H:12]2[C@@H:7]([O:8][C@H](C3C=CC=CC=3)[O:10][CH2:11]2)[C@@H:6]1[O:29][C@@H:30]([CH3:43])[C:31]([NH:33][C@@H:34]([CH3:42])[CH2:35][C:36]1[CH:41]=[CH:40][CH:39]=[CH:38][CH:37]=1)=[O:32])(=[O:3])[CH3:2].C1(C)C=CC(S(O)(=O)=O)=CC=1.C(N(CC)CC)C. Product: [C:1]([NH:4][C@@H:5]1[C@@H:6]([O:29][C@@H:30]([CH3:43])[C:31]([NH:33][C@@H:34]([CH3:42])[CH2:35][C:36]2[CH:41]=[CH:40][CH:39]=[CH:38][CH:37]=2)=[O:32])[C@H:7]([OH:8])[C@@H:12]([CH2:11][OH:10])[O:13][C@@H:14]1[O:15][CH2:16][C:17]1[CH:22]=[CH:21][CH:20]=[CH:19][CH:18]=1)(=[O:3])[CH3:2]. The catalyst class is: 5. (9) Reactant: [CH3:1][C@:2]12[C@H:12]([CH2:13]/[CH:14]=[C:15]3\[C@H:16]([OH:21])[CH2:17][O:18][C:19]\3=[O:20])[C:10](=[CH2:11])[CH2:9][CH2:8][C@@H:7]1[C@@:6]([CH2:23][OH:24])([CH3:22])[C@H:5]([OH:25])[CH2:4][CH2:3]2.[NH2:26][NH2:27]. Product: [OH:21][CH:16](/[C:15](=[CH:14]\[CH2:13][CH:12]1[C:2]2([CH3:1])[CH:7]([C:6]([CH2:23][OH:24])([CH3:22])[CH:5]([OH:25])[CH2:4][CH2:3]2)[CH2:8][CH2:9][C:10]1=[CH2:11])/[C:19]([NH:26][NH2:27])=[O:20])[CH2:17][OH:18]. The catalyst class is: 1.